Dataset: Forward reaction prediction with 1.9M reactions from USPTO patents (1976-2016). Task: Predict the product of the given reaction. (1) Given the reactants [CH3:1][O:2][C:3](=[O:12])[C:4]1[CH:9]=[C:8]([I:10])[CH:7]=[CH:6][C:5]=1[OH:11].C(=O)([O-])[O-].[K+].[K+].[CH:19](I)([CH3:21])[CH3:20], predict the reaction product. The product is: [CH3:1][O:2][C:3](=[O:12])[C:4]1[CH:9]=[C:8]([I:10])[CH:7]=[CH:6][C:5]=1[O:11][CH:19]([CH3:21])[CH3:20]. (2) Given the reactants [F:1][C:2]([F:40])([CH2:36][CH2:37][CH2:38][CH3:39])[CH:3]([OH:35])[CH2:4][CH2:5][C@H:6]1[C@H:10]([O:11][CH:12]2[CH2:17][CH2:16][CH2:15][CH2:14][O:13]2)[CH2:9][C@H:8]([OH:18])[C@@H:7]1[CH2:19]/[CH:20]=[CH:21]\[CH2:22][CH2:23][CH2:24][C:25]([O:27][CH2:28][C:29]1[CH:34]=[CH:33][CH:32]=[CH:31][CH:30]=1)=[O:26].ClCCl.C(N(C(C)C)CC)(C)C, predict the reaction product. The product is: [F:40][C:2]([F:1])([CH2:36][CH2:37][CH2:38][CH3:39])[C:3](=[O:35])[CH2:4][CH2:5][C@H:6]1[C@H:10]([O:11][CH:12]2[CH2:17][CH2:16][CH2:15][CH2:14][O:13]2)[CH2:9][C:8](=[O:18])[C@@H:7]1[CH2:19]/[CH:20]=[CH:21]\[CH2:22][CH2:23][CH2:24][C:25]([O:27][CH2:28][C:29]1[CH:30]=[CH:31][CH:32]=[CH:33][CH:34]=1)=[O:26].